This data is from Reaction yield outcomes from USPTO patents with 853,638 reactions. The task is: Predict the reaction yield, written as a fraction of the theoretical maximum amount of product (1.0 means a 100% yield; for example, 0.34 means a 34% yield). The product is [O:1]=[C:2]1[C:10]2([CH2:14][O:13][C:12]3[CH:15]=[C:16]4[C:20](=[CH:21][C:11]2=3)[CH2:19][CH2:18][O:17]4)[C:9]2[C:4](=[CH:5][CH:6]=[CH:7][CH:8]=2)[N:3]1[CH2:22][C:23]1[O:24][CH:25]=[C:26]([C:28]([OH:30])=[O:29])[N:27]=1. The reactants are [O:1]=[C:2]1[C:10]2([CH2:14][O:13][C:12]3[CH:15]=[C:16]4[C:20](=[CH:21][C:11]2=3)[CH2:19][CH2:18][O:17]4)[C:9]2[C:4](=[CH:5][CH:6]=[CH:7][CH:8]=2)[N:3]1[CH2:22][C:23]1[O:24][CH:25]=[C:26]([C:28]([O:30]C)=[O:29])[N:27]=1.[OH-].[Na+]. The yield is 0.750. The catalyst is O.CO.